This data is from Full USPTO retrosynthesis dataset with 1.9M reactions from patents (1976-2016). The task is: Predict the reactants needed to synthesize the given product. (1) Given the product [CH2:1]([O:3][C:4](=[O:33])[CH2:5][N:6]1[C:14]2[CH2:13][CH2:12][CH2:11][C@@H:10]([N:15]([S:16]([C:19]3[CH:24]=[C:23]([C:25]([F:27])([F:26])[F:28])[CH:22]=[C:21]([S:29]([CH3:32])(=[O:30])=[O:31])[CH:20]=3)(=[O:17])=[O:18])[CH3:34])[C:9]=2[CH:8]=[N:7]1)[CH3:2], predict the reactants needed to synthesize it. The reactants are: [CH2:1]([O:3][C:4](=[O:33])[CH2:5][N:6]1[C:14]2[CH2:13][CH2:12][CH2:11][C@@H:10]([NH:15][S:16]([C:19]3[CH:24]=[C:23]([C:25]([F:28])([F:27])[F:26])[CH:22]=[C:21]([S:29]([CH3:32])(=[O:31])=[O:30])[CH:20]=3)(=[O:18])=[O:17])[C:9]=2[CH:8]=[N:7]1)[CH3:2].[CH3:34]I. (2) Given the product [ClH:1].[Cl:23][C:19]1[N:15]2[CH:16]=[CH:17][CH:18]=[C:13]([O:12][CH2:11][CH2:10][CH2:9][C:3]3[CH:4]=[CH:5][C:6]([Cl:8])=[CH:7][C:2]=3[Cl:1])[C:14]2=[N:21][C:20]=1[CH3:22], predict the reactants needed to synthesize it. The reactants are: [Cl:1][C:2]1[CH:7]=[C:6]([Cl:8])[CH:5]=[CH:4][C:3]=1[CH2:9][CH2:10][CH2:11][O:12][C:13]1[C:14]2[N:15]([CH:19]=[C:20]([CH3:22])[N:21]=2)[CH:16]=[CH:17][CH:18]=1.[Cl:23]N1C(=O)CCC1=O. (3) Given the product [CH3:1][C:2]1[CH:7]=[CH:6][N:5]2[C:23]([CH2:22][C@@H:24]3[O:29][CH2:28][CH2:27][N:26]([C:30]([O:32][C:33]([CH3:34])([CH3:36])[CH3:35])=[O:31])[CH2:25]3)=[C:9]([C:11]3[CH:20]=[CH:19][C:14]([C:15](=[O:16])[NH:17][CH3:18])=[CH:13][C:12]=3[CH3:21])[N:8]=[C:4]2[CH:3]=1, predict the reactants needed to synthesize it. The reactants are: [CH3:1][C:2]1[CH:7]=[CH:6][N:5]=[C:4]([NH2:8])[CH:3]=1.[CH:9]([C:11]1[CH:20]=[CH:19][C:14]([C:15]([NH:17][CH3:18])=[O:16])=[CH:13][C:12]=1[CH3:21])=O.[C:22]([C@@H:24]1[O:29][CH2:28][CH2:27][N:26]([C:30]([O:32][C:33]([CH3:36])([CH3:35])[CH3:34])=[O:31])[CH2:25]1)#[CH:23]. (4) Given the product [ClH:9].[Cl:9][C:4]1[CH:3]=[C:2]([NH:1][NH2:10])[CH:7]=[CH:6][C:5]=1[OH:8], predict the reactants needed to synthesize it. The reactants are: [NH2:1][C:2]1[CH:7]=[CH:6][C:5]([OH:8])=[C:4]([Cl:9])[CH:3]=1.[N:10]([O-])=O.[Na+].[Sn](Cl)Cl. (5) Given the product [Cl:8][C:6]1[CH:7]=[C:2]([C:13]2[CH:12]=[C:11]([Cl:10])[CH:16]=[CH:15][C:14]=2[CH3:20])[N:3]=[C:4]([NH2:9])[N:5]=1, predict the reactants needed to synthesize it. The reactants are: Cl[C:2]1[CH:7]=[C:6]([Cl:8])[N:5]=[C:4]([NH2:9])[N:3]=1.[Cl:10][C:11]1[CH:12]=[CH:13][C:14]([CH3:20])=[C:15](B(O)O)[CH:16]=1.C(=O)([O-])[O-].[K+].[K+].